From a dataset of Full USPTO retrosynthesis dataset with 1.9M reactions from patents (1976-2016). Predict the reactants needed to synthesize the given product. (1) Given the product [F:30][C:2]([F:29])([F:1])[C:3]1[CH:4]=[C:5]([CH:22]=[C:23]([C:25]([F:28])([F:27])[F:26])[CH:24]=1)[CH2:6][O:7][CH2:8][C:9]1([C:16]2[CH:21]=[CH:20][CH:19]=[CH:18][CH:17]=2)[CH2:15][CH2:14][CH2:13][N:12]([CH3:33])[CH2:11][CH2:10]1, predict the reactants needed to synthesize it. The reactants are: [F:1][C:2]([F:30])([F:29])[C:3]1[CH:4]=[C:5]([CH:22]=[C:23]([C:25]([F:28])([F:27])[F:26])[CH:24]=1)[CH2:6][O:7][CH2:8][C:9]1([C:16]2[CH:21]=[CH:20][CH:19]=[CH:18][CH:17]=2)[CH2:15][CH2:14][CH2:13][NH:12][CH2:11][CH2:10]1.C=O.[CH:33](O)=O. (2) Given the product [C:19]([CH2:18][N:15]1[CH2:14][CH2:13][N:12]([CH2:26][C:27]([OH:29])=[O:28])[CH2:11][CH2:10][N:9]([CH2:8][CH2:7][CH2:6][CH2:5][C:4]([OH:34])=[O:3])[CH2:17][CH2:16]1)([OH:21])=[O:20], predict the reactants needed to synthesize it. The reactants are: C([O:3][C:4](=[O:34])[CH2:5][CH2:6][CH2:7][CH2:8][N:9]1[CH2:17][CH2:16][N:15]([CH2:18][C:19]([O:21]C(C)(C)C)=[O:20])[CH2:14][CH2:13][N:12]([CH2:26][C:27]([O:29]C(C)(C)C)=[O:28])[CH2:11][CH2:10]1)C.[Li+].[OH-]. (3) Given the product [OH:10][C:3]1[C:4]([Cl:9])=[CH:5][C:6]([Cl:8])=[CH:7][C:2]=1[NH:1][C:14](=[O:15])[C:13]1[CH:17]=[C:18]([N+:21]([O-:23])=[O:22])[CH:19]=[CH:20][C:12]=1[F:11], predict the reactants needed to synthesize it. The reactants are: [NH2:1][C:2]1[CH:7]=[C:6]([Cl:8])[CH:5]=[C:4]([Cl:9])[C:3]=1[OH:10].[F:11][C:12]1[CH:20]=[CH:19][C:18]([N+:21]([O-:23])=[O:22])=[CH:17][C:13]=1[C:14](Cl)=[O:15]. (4) Given the product [Cl:3][C:7]1[N:12]=[CH:11][N:10]=[C:9]2[N:13]([C:16]3[CH:17]=[C:18]([CH:21]=[CH:22][C:23]=3[CH3:24])[C:19]#[N:20])[N:14]=[CH:15][C:8]=12, predict the reactants needed to synthesize it. The reactants are: P(Cl)(Cl)([Cl:3])=O.O[C:7]1[N:12]=[CH:11][N:10]=[C:9]2[N:13]([C:16]3[CH:17]=[C:18]([CH:21]=[CH:22][C:23]=3[CH3:24])[C:19]#[N:20])[N:14]=[CH:15][C:8]=12. (5) Given the product [OH:20][CH2:19][C@H:18]([N:3]1[C:4]2[C:9](=[C:8]([C:11]([F:12])([F:14])[F:13])[C:7]([C:15]#[N:16])=[CH:6][CH:5]=2)[CH:10]=[C:2]1[CH3:1])[CH3:21], predict the reactants needed to synthesize it. The reactants are: [CH3:1][C:2]1[NH:3][C:4]2[C:9]([CH:10]=1)=[C:8]([C:11]([F:14])([F:13])[F:12])[C:7]([C:15]#[N:16])=[CH:6][CH:5]=2.Cl[C@@H:18]([CH3:21])[CH2:19][OH:20]. (6) The reactants are: [Si]([O:8][CH2:9][C:10]([NH:13][C:14]([C:16]1[C:20]2=[N:21][C:22]([C:25]3[C:33]4[C:28](=[CH:29][C:30]([CH3:34])=[CH:31][CH:32]=4)[N:27]([CH2:35][C:36]([N:38]4[CH2:43][CH2:42][O:41][CH2:40][CH2:39]4)=[O:37])[N:26]=3)=[CH:23][N:24]=[C:19]2[N:18](C(C2C=CC=CC=2)(C2C=CC=CC=2)C2C=CC=CC=2)[CH:17]=1)=[O:15])([CH3:12])[CH3:11])(C(C)(C)C)(C)C.[ClH:63]. Given the product [ClH:63].[OH:8][CH2:9][C:10]([NH:13][C:14]([C:16]1[C:20]2=[N:21][C:22]([C:25]3[C:33]4[C:28](=[CH:29][C:30]([CH3:34])=[CH:31][CH:32]=4)[N:27]([CH2:35][C:36]([N:38]4[CH2:43][CH2:42][O:41][CH2:40][CH2:39]4)=[O:37])[N:26]=3)=[CH:23][N:24]=[C:19]2[NH:18][CH:17]=1)=[O:15])([CH3:11])[CH3:12], predict the reactants needed to synthesize it. (7) Given the product [CH2:67]([OH:68])[C@H:37]1[O:38][C@@H:39]2[O:44][C@H:45]3[C@H:50]([OH:51])[C@@H:49]([OH:52])[C@@H:48]([O:53][C@H:54]4[C@H:60]([OH:61])[C@@H:59]([OH:62])[C@@H:57]([O:58][C@H:3]5[C@H:4]([OH:76])[C@@H:5]([OH:75])[C@@H:6]([O:8][C@H:9]6[C@H:14]([OH:15])[C@@H:13]([OH:16])[C@@H:12]([O:17][C@H:18]7[C@H:23]([OH:24])[C@@H:22]([OH:25])[C@@H:21]([O:26][C@H:27]8[C@H:32]([OH:33])[C@@H:31]([OH:34])[C@@H:30]([O:35][C@H:36]1[C@H:41]([OH:42])[C@H:40]2[OH:43])[O:29][C@@H:28]8[CH2:69][OH:70])[O:20][C@@H:19]7[CH2:71][OH:72])[O:11][C@@H:10]6[CH2:73][OH:74])[O:7][C@@H:2]5[CH2:1][OH:77])[O:56][C@@H:55]4[CH2:63][OH:64])[O:47][C@@H:46]3[CH2:65][OH:66], predict the reactants needed to synthesize it. The reactants are: [CH2:1]([OH:77])[C@H:2]1[O:7][C@@H:6]2[O:8][C@H:9]3[C@H:14]([OH:15])[C@@H:13]([OH:16])[C@@H:12]([O:17][C@H:18]4[C@H:23]([OH:24])[C@@H:22]([OH:25])[C@@H:21]([O:26][C@H:27]5[C@H:32]([OH:33])[C@@H:31]([OH:34])[C@@H:30]([O:35][C@H:36]6[C@H:41]([OH:42])[C@@H:40]([OH:43])[C@@H:39]([O:44][C@H:45]7[C@H:50]([OH:51])[C@@H:49]([OH:52])[C@@H:48]([O:53][C@H:54]8[C@H:60]([OH:61])[C@@H:59]([OH:62])[C@@H:57]([O:58][C@H:3]1[C@H:4]([OH:76])[C@H:5]2[OH:75])[O:56][C@@H:55]8[CH2:63][OH:64])[O:47][C@@H:46]7[CH2:65][OH:66])[O:38][C@@H:37]6[CH2:67][OH:68])[O:29][C@@H:28]5[CH2:69][OH:70])[O:20][C@@H:19]4[CH2:71][OH:72])[O:11][C@@H:10]3[CH2:73][OH:74].CC(OOC(C)(C)C)(C)C.N[C@H](C(O)=O)CCC(=O)OCC1C=CC=CC=1.C(=O)(O)[O-].[Na+].N(C(OCC1C=CC=CC=1)=O)[C@H](C(ON1C(=O)CCC1=O)=O)CCC(=O)OCC1C=CC=CC=1.[OH-].[Na+]. (8) The reactants are: [C:1]([N:4]1[CH2:9][CH2:8][C:7](=O)[CH2:6][CH2:5]1)(=[O:3])[CH3:2].[CH3:11][C:12]1[C:13]2[N:14]([C:18]([CH:21]3[CH2:26][CH2:25][NH:24][CH2:23][CH2:22]3)=[N:19][CH:20]=2)[CH:15]=[CH:16][N:17]=1.C([BH3-])#N.[Na+].C(=O)([O-])O.[Na+].[OH-].[K+]. Given the product [CH3:11][C:12]1[C:13]2[N:14]([C:18]([CH:21]3[CH2:26][CH2:25][N:24]([CH:7]4[CH2:8][CH2:9][N:4]([C:1](=[O:3])[CH3:2])[CH2:5][CH2:6]4)[CH2:23][CH2:22]3)=[N:19][CH:20]=2)[CH:15]=[CH:16][N:17]=1, predict the reactants needed to synthesize it. (9) Given the product [C:7]([O:6][C:5](=[O:11])[NH:4][CH2:3][CH2:2][NH:1][CH2:17][C:16]1[CH:19]=[CH:20][C:13]([Cl:12])=[CH:14][CH:15]=1)([CH3:8])([CH3:10])[CH3:9], predict the reactants needed to synthesize it. The reactants are: [NH2:1][CH2:2][CH2:3][NH:4][C:5](=[O:11])[O:6][C:7]([CH3:10])([CH3:9])[CH3:8].[Cl:12][C:13]1[CH:20]=[CH:19][C:16]([CH:17]=O)=[CH:15][CH:14]=1.[BH-](OC(C)=O)(OC(C)=O)OC(C)=O.[Na+].Cl.